The task is: Predict the product of the given reaction.. This data is from Forward reaction prediction with 1.9M reactions from USPTO patents (1976-2016). Given the reactants [N:1]1[C:10]2[C:5](=[CH:6][CH:7]=[CH:8][CH:9]=2)[CH:4]=[CH:3][CH:2]=1.[CH3:11][I:12], predict the reaction product. The product is: [I-:12].[CH3:11][N+:1]1[C:10]2[C:5](=[CH:6][CH:7]=[CH:8][CH:9]=2)[CH:4]=[CH:3][CH:2]=1.